Dataset: Forward reaction prediction with 1.9M reactions from USPTO patents (1976-2016). Task: Predict the product of the given reaction. (1) Given the reactants [F:1][C:2]1[C:7]([C:8]2[S:12][C:11]([CH2:13][N:14](C)[C:15](=O)OC(C)(C)C)=[CH:10][C:9]=2[S:23]([C:26]2[CH:27]=[N:28][CH:29]=[CH:30][CH:31]=2)(=[O:25])=[O:24])=[CH:6][CH:5]=[CH:4][N:3]=1.[C:32]([O:35]CC)(=[O:34])[CH3:33].[C:38]([O:41]CC)(=[O:40])[CH3:39].Cl, predict the reaction product. The product is: [C:38]([OH:41])(=[O:40])/[CH:39]=[CH:33]/[C:32]([OH:35])=[O:34].[F:1][C:2]1[C:7]([C:8]2[S:12][C:11]([CH2:13][NH:14][CH3:15])=[CH:10][C:9]=2[S:23]([C:26]2[CH:27]=[N:28][CH:29]=[CH:30][CH:31]=2)(=[O:24])=[O:25])=[CH:6][CH:5]=[CH:4][N:3]=1. (2) Given the reactants [CH3:1][O:2][C:3](=[O:12])[C:4]1[C:9]([CH3:10])=[CH:8][CH:7]=[CH:6][C:5]=1[NH2:11].Cl[C:14](Cl)([O:16]C(=O)OC(Cl)(Cl)Cl)Cl, predict the reaction product. The product is: [CH3:1][O:2][C:3](=[O:12])[C:4]1[C:9]([CH3:10])=[CH:8][CH:7]=[CH:6][C:5]=1[N:11]=[C:14]=[O:16]. (3) Given the reactants [CH2:1]1[C:9]2[C:4](=[CH:5][C:6]([N:10]=[C:11]=[O:12])=[CH:7][CH:8]=2)[CH2:3][CH2:2]1.[N-]=C=O.[NH2:16][C:17]1[N:22]([C:23]2[CH:28]=[CH:27][CH:26]=[C:25]([NH2:29])[CH:24]=2)[CH2:21][N:20]=[C:19]2[O:30][CH:31]=[CH:32][C:18]=12, predict the reaction product. The product is: [NH2:16][C:17]1[N:22]([C:23]2[CH:28]=[CH:27][CH:26]=[C:25]([NH:29][C:11]([NH:10][C:6]3[CH:5]=[C:4]4[C:9](=[CH:8][CH:7]=3)[CH2:1][CH2:2][CH2:3]4)=[O:12])[CH:24]=2)[CH2:21][N:20]=[C:19]2[O:30][CH:31]=[CH:32][C:18]=12. (4) Given the reactants Br[C:2]1[C:3]([CH3:16])=[N:4][N:5]([C:7]2[CH:12]=[CH:11][C:10]([N:13]([CH3:15])[CH3:14])=[CH:9][CH:8]=2)[CH:6]=1.C([Li])CCC.[CH2:22]([Sn:26](Cl)([CH2:31][CH2:32][CH2:33][CH3:34])[CH2:27][CH2:28][CH2:29][CH3:30])[CH2:23][CH2:24][CH3:25].O, predict the reaction product. The product is: [CH2:31]([Sn:26]([CH2:22][CH2:23][CH2:24][CH3:25])([CH2:27][CH2:28][CH2:29][CH3:30])[C:2]1[C:3]([CH3:16])=[N:4][N:5]([C:7]2[CH:12]=[CH:11][C:10]([N:13]([CH3:15])[CH3:14])=[CH:9][CH:8]=2)[CH:6]=1)[CH2:32][CH2:33][CH3:34]. (5) Given the reactants [CH3:1][O:2][C:3]1[C:8]([N+:9]([O-])=O)=[CH:7][C:6]([C:12]#[C:13][C:14]2[CH:15]=[N:16][C:17]([NH2:20])=[N:18][CH:19]=2)=[CH:5][CH:4]=1, predict the reaction product. The product is: [NH2:9][C:8]1[C:3]([O:2][CH3:1])=[CH:4][CH:5]=[C:6]([C:12]#[C:13][C:14]2[CH:15]=[N:16][C:17]([NH2:20])=[N:18][CH:19]=2)[CH:7]=1.